Task: Regression. Given a peptide amino acid sequence and an MHC pseudo amino acid sequence, predict their binding affinity value. This is MHC class II binding data.. Dataset: Peptide-MHC class II binding affinity with 134,281 pairs from IEDB (1) The peptide sequence is ARWVYFLTRMRNPTG. The MHC is DRB1_0701 with pseudo-sequence DRB1_0701. The binding affinity (normalized) is 0.185. (2) The peptide sequence is IFKISKTVSEGAVDI. The MHC is HLA-DQA10301-DQB10302 with pseudo-sequence HLA-DQA10301-DQB10302. The binding affinity (normalized) is 0.139. (3) The peptide sequence is GIFLSVAAGNEAENA. The MHC is HLA-DQA10501-DQB10201 with pseudo-sequence HLA-DQA10501-DQB10201. The binding affinity (normalized) is 0.557. (4) The binding affinity (normalized) is 0.477. The peptide sequence is PCLFMRTVSHVILHG. The MHC is HLA-DPA10201-DPB10101 with pseudo-sequence HLA-DPA10201-DPB10101.